The task is: Predict the product of the given reaction.. This data is from Forward reaction prediction with 1.9M reactions from USPTO patents (1976-2016). (1) Given the reactants [C:1]([O:5][CH2:6][CH2:7][CH2:8][OH:9])(=[O:4])[CH:2]=[CH2:3].[C:10]([O:14][CH2:15][CH2:16][CH2:17][CH3:18])(=[O:13])[CH:11]=[CH2:12], predict the reaction product. The product is: [C:1]([O:5][CH2:6][CH2:7][CH2:8][OH:9])(=[O:4])[CH:2]=[CH2:3].[C:10]([O:14][CH2:15][CH2:16][CH2:17][CH3:18])(=[O:13])[CH:11]=[CH2:12]. (2) Given the reactants Br[C:2]1[CH:3]=[N:4][N:5]2[CH:10]=[CH:9][C:8]([N:11]3[CH2:16][CH2:15][N:14]([C:17]([O:19][CH:20]([CH3:22])[CH3:21])=[O:18])[CH2:13][CH2:12]3)=[N:7][C:6]=12.[CH2:23]([O:25][C:26]1[C:31](B(O)O)=[CH:30][CH:29]=[CH:28][N:27]=1)[CH3:24].C([O-])([O-])=O.[K+].[K+].CC#N, predict the reaction product. The product is: [CH2:23]([O:25][C:26]1[C:31]([C:2]2[CH:3]=[N:4][N:5]3[CH:10]=[CH:9][C:8]([N:11]4[CH2:16][CH2:15][N:14]([C:17]([O:19][CH:20]([CH3:22])[CH3:21])=[O:18])[CH2:13][CH2:12]4)=[N:7][C:6]=23)=[CH:30][CH:29]=[CH:28][N:27]=1)[CH3:24]. (3) Given the reactants [Br:1][C:2]1[CH:3]=[C:4]([NH:10][C:11]2[N:16]=[CH:15][C:14]([C:17]([NH:20]C(=O)CCl)([CH3:19])[CH3:18])=[CH:13][CH:12]=2)[C:5](=[O:9])[N:6]([CH3:8])[CH:7]=1.NC(N)=S.C(O)C.C(=O)(O)[O-].[Na+], predict the reaction product. The product is: [NH2:20][C:17]([C:14]1[CH:13]=[CH:12][C:11]([NH:10][C:4]2[C:5](=[O:9])[N:6]([CH3:8])[CH:7]=[C:2]([Br:1])[CH:3]=2)=[N:16][CH:15]=1)([CH3:18])[CH3:19]. (4) Given the reactants [C:1]([O:5][C:6]([N:8]1[C:16]2[C:11](=[C:12]([C:18]#[C:19][CH:20]([C:22]3[N:23]([C:27]([O:29][C:30]([CH3:33])([CH3:32])[CH3:31])=[O:28])[CH:24]=[CH:25][CH:26]=3)[OH:21])[C:13]([F:17])=[CH:14][CH:15]=2)[CH:10]=[C:9]1[O:34][C:35]([O:37][C:38]([CH3:41])([CH3:40])[CH3:39])=[O:36])=[O:7])([CH3:4])([CH3:3])[CH3:2], predict the reaction product. The product is: [C:1]([O:5][C:6]([N:8]1[C:16]2[C:11](=[C:12]([C:18]#[C:19][C:20]([C:22]3[N:23]([C:27]([O:29][C:30]([CH3:31])([CH3:33])[CH3:32])=[O:28])[CH:24]=[CH:25][CH:26]=3)=[O:21])[C:13]([F:17])=[CH:14][CH:15]=2)[CH:10]=[C:9]1[O:34][C:35]([O:37][C:38]([CH3:41])([CH3:40])[CH3:39])=[O:36])=[O:7])([CH3:2])([CH3:3])[CH3:4].